Dataset: Forward reaction prediction with 1.9M reactions from USPTO patents (1976-2016). Task: Predict the product of the given reaction. (1) Given the reactants [CH3:1][C:2]1([CH3:25])[CH2:8][C:7]([CH2:13][C:14]#[CH:15])([C:9]([F:12])([F:11])[F:10])[O:6][CH:5]([O:16]CCCO)[C:4]2[CH:21]=[CH:22][CH:23]=[CH:24][C:3]1=2.Cl, predict the reaction product. The product is: [CH3:1][C:2]1([CH3:25])[CH2:8][C:7]([CH2:13][C:14]#[CH:15])([C:9]([F:10])([F:11])[F:12])[O:6][CH:5]([OH:16])[C:4]2[CH:21]=[CH:22][CH:23]=[CH:24][C:3]1=2. (2) Given the reactants C([O:3][C:4](=[O:33])[CH2:5][CH2:6][S:7][C:8]1[S:12][C:11]([NH:13][C:14]([N:16]([CH2:27][CH:28]2[CH2:32][CH2:31][CH2:30][CH2:29]2)[C:17]2[CH:22]=[CH:21][C:20]([S:23]([CH3:26])(=[O:25])=[O:24])=[CH:19][CH:18]=2)=[O:15])=[N:10][CH:9]=1)C.C1(CN(C2C=CC(S(C)(=O)=O)=CC=2)C(=O)NC2SC=C(CC(O)=O)N=2)CCCC1.C1(CNC2C=CC(S(C)(=O)=O)=CC=2)CCCC1.C(OC(=O)CCSC1SC(N)=NC=1)C, predict the reaction product. The product is: [CH:28]1([CH2:27][N:16]([C:17]2[CH:22]=[CH:21][C:20]([S:23]([CH3:26])(=[O:24])=[O:25])=[CH:19][CH:18]=2)[C:14](=[O:15])[NH:13][C:11]2[S:12][C:8]([S:7][CH2:6][CH2:5][C:4]([OH:33])=[O:3])=[CH:9][N:10]=2)[CH2:32][CH2:31][CH2:30][CH2:29]1. (3) Given the reactants [N:1]1[C:10]2[CH:9]([C:11]([O:13][CH2:14][CH3:15])=[O:12])[CH2:8][CH2:7][CH2:6][C:5]=2[CH:4]=[CH:3][CH:2]=1.[CH2:16]=[O:17].C1CCN2C(=NCCC2)CC1, predict the reaction product. The product is: [OH:17][CH2:16][C:9]1([C:11]([O:13][CH2:14][CH3:15])=[O:12])[C:10]2[N:1]=[CH:2][CH:3]=[CH:4][C:5]=2[CH2:6][CH2:7][CH2:8]1. (4) The product is: [CH3:3][O:4][CH2:5][CH2:6][O:7][CH2:8][CH2:9][O:10][CH2:13][CH2:12][C:11]([O:15][CH2:16][CH3:17])=[O:14]. Given the reactants [H-].[Na+].[CH3:3][O:4][CH2:5][CH2:6][O:7][CH2:8][CH2:9][OH:10].[C:11]([O:15][CH2:16][CH3:17])(=[O:14])[CH:12]=[CH2:13].C(O)(=O)C, predict the reaction product. (5) The product is: [Br:2][C:3]1[CH:8]=[C:7]2[C:6](=[CH:5][CH:4]=1)[NH:9][C:12]1[CH2:11][CH2:5][CH2:4][CH2:3][C:8]2=1. Given the reactants Cl.[Br:2][C:3]1[CH:8]=[CH:7][C:6]([NH:9]N)=[CH:5][CH:4]=1.[C:11](O)(=O)[CH3:12].C(=O)(O)[O-].[Na+], predict the reaction product. (6) Given the reactants [Br:1][C:2]1[CH:7]=[CH:6][C:5]([C:8]([C:10]2[CH:15]=[CH:14][CH:13]=[CH:12][CH:11]=2)=[O:9])=[CH:4][C:3]=1[O:16][CH3:17].[CH3:18][Mg]Br, predict the reaction product. The product is: [Br:1][C:2]1[CH:7]=[CH:6][C:5]([C:8]([C:10]2[CH:15]=[CH:14][CH:13]=[CH:12][CH:11]=2)([OH:9])[CH3:18])=[CH:4][C:3]=1[O:16][CH3:17].